From a dataset of Full USPTO retrosynthesis dataset with 1.9M reactions from patents (1976-2016). Predict the reactants needed to synthesize the given product. (1) Given the product [CH3:9][O:10][C:11]1[C:12]([OH:13])=[N:3][CH:2]=[N:4][C:16]=1[OH:17], predict the reactants needed to synthesize it. The reactants are: Cl.[CH:2]([NH2:4])=[NH:3].CC[O-].[Na+].[CH3:9][O:10][CH:11]([C:16](OC)=[O:17])[C:12](OC)=[O:13].C(O)(=O)C. (2) Given the product [Cl:1][C:2]1[CH:7]=[C:6]([F:8])[CH:5]=[CH:4][C:3]=1[S:9]([N:12]([C:13]1[C:18]([CH3:19])=[CH:17][C:16]([CH3:20])=[CH:15][N:14]=1)[CH2:21][CH:22]([CH3:24])[CH3:23])(=[O:10])=[O:11], predict the reactants needed to synthesize it. The reactants are: [Cl:1][C:2]1[CH:7]=[C:6]([F:8])[CH:5]=[CH:4][C:3]=1[S:9]([NH:12][C:13]1[C:18]([CH3:19])=[CH:17][C:16]([CH3:20])=[CH:15][N:14]=1)(=[O:11])=[O:10].[CH3:21][C:22](N=C(N(C)C)N(C)C)([CH3:24])[CH3:23].BrCC(C)C. (3) Given the product [CH3:39][O:38][C:36](=[O:37])[NH:1][C:2]1[CH:7]=[CH:6][CH:5]=[CH:4][C:3]=1[C:8]1[NH:12][C:11]([C@H:13]2[N:21]3[C:16](=[CH:17][C:18]([C:23]4[CH:28]=[C:27]([Cl:29])[CH:26]=[CH:25][C:24]=4[N:30]4[CH:34]=[N:33][N:32]=[N:31]4)=[CH:19][C:20]3=[O:22])[CH2:15][CH2:14]2)=[N:10][CH:9]=1, predict the reactants needed to synthesize it. The reactants are: [NH2:1][C:2]1[CH:7]=[CH:6][CH:5]=[CH:4][C:3]=1[C:8]1[NH:12][C:11]([C@H:13]2[N:21]3[C:16](=[CH:17][C:18]([C:23]4[CH:28]=[C:27]([Cl:29])[CH:26]=[CH:25][C:24]=4[N:30]4[CH:34]=[N:33][N:32]=[N:31]4)=[CH:19][C:20]3=[O:22])[CH2:15][CH2:14]2)=[N:10][CH:9]=1.Cl[C:36]([O:38][CH3:39])=[O:37]. (4) Given the product [F:17][C:2]([F:1])([F:18])[CH:3]1[C:12]2[C:7](=[CH:8][CH:9]=[CH:10][CH:11]=2)[N:6]([CH2:13][CH2:14][NH2:16])[CH2:5][CH2:4]1, predict the reactants needed to synthesize it. The reactants are: [F:1][C:2]([F:18])([F:17])[CH:3]1[C:12]2[C:7](=[CH:8][CH:9]=[CH:10][CH:11]=2)[N:6]([CH2:13][C:14]([NH2:16])=O)[CH2:5][CH2:4]1.CSC.B. (5) Given the product [O:31]1[CH:32]=[CH:33][CH:34]=[C:30]1[C:29]1[C:24]2[S:23][CH:22]=[C:21]([C:43]3[O:44][CH:45]=[CH:46][CH:47]=3)[C:25]=2[N:26]=[C:27]([N:35]([CH3:37])[CH3:36])[N:28]=1, predict the reactants needed to synthesize it. The reactants are: C1C=CC([As](C2C=CC=CC=2)C2C=CC=CC=2)=CC=1.Br[C:21]1[C:25]2[N:26]=[C:27]([N:35]([CH3:37])[CH3:36])[N:28]=[C:29]([C:30]3[O:31][CH:32]=[CH:33][CH:34]=3)[C:24]=2[S:23][CH:22]=1.C([Sn](CCCC)(CCCC)[C:43]1[O:44][CH:45]=[CH:46][CH:47]=1)CCC.O.